Task: Predict the reaction yield, written as a fraction of the theoretical maximum amount of product (1.0 means a 100% yield; for example, 0.34 means a 34% yield).. Dataset: Reaction yield outcomes from USPTO patents with 853,638 reactions (1) The reactants are [CH:1]([C:3]1[S:7][C:6]([C:8]([OH:10])=O)=[CH:5][CH:4]=1)=[O:2].C(Cl)(=O)C(Cl)=O.C(N(CC)CC)C.[NH:24]1[CH2:29][CH2:28][CH2:27][CH2:26][CH2:25]1.Cl. The catalyst is C1(C)C=CC=CC=1.CCOC(C)=O.CN(C=O)C. The product is [N:24]1([C:8]([C:6]2[S:7][C:3]([CH:1]=[O:2])=[CH:4][CH:5]=2)=[O:10])[CH2:29][CH2:28][CH2:27][CH2:26][CH2:25]1. The yield is 1.00. (2) The reactants are [CH3:1][C:2]1([CH3:19])[CH2:11][C:10](=[O:12])[C:9]2[C:4](=[CH:5][CH:6]=[C:7]([C:13]#[C:14][Si](C)(C)C)[CH:8]=2)[S:3]1.C([O-])([O-])=O.[K+].[K+]. The catalyst is CO.O. The product is [C:13]([C:7]1[CH:8]=[C:9]2[C:4](=[CH:5][CH:6]=1)[S:3][C:2]([CH3:1])([CH3:19])[CH2:11][C:10]2=[O:12])#[CH:14]. The yield is 0.990. (3) The reactants are [Br:1][C:2]1[CH:3]=[C:4]([C:9]2[NH:10][C:11]3[C:16]([CH:17]=2)=[C:15]([F:18])[CH:14]=[CH:13][CH:12]=3)[C:5]([OH:8])=[N:6][CH:7]=1.CCN(C(C)C)C(C)C.[O:28](S(C(F)(F)F)(=O)=O)[S:29]([C:32]([F:35])([F:34])[F:33])(=O)=[O:30].CC(=O)OCC. The catalyst is CN(C1C=CN=CC=1)C.C(Cl)Cl.O. The product is [F:33][C:32]([F:35])([F:34])[S:29]([O:8][C:5]1[C:4]([C:9]2[NH:10][C:11]3[C:16]([CH:17]=2)=[C:15]([F:18])[CH:14]=[CH:13][CH:12]=3)=[CH:3][C:2]([Br:1])=[CH:7][N:6]=1)(=[O:30])=[O:28]. The yield is 0.520. (4) The reactants are [F:1][C:2]1[CH:7]=[CH:6][C:5]([F:8])=[CH:4][C:3]=1[C@H:9]1[CH2:13][CH2:12][CH2:11][N:10]1[C:14]1[CH:19]=[CH:18][N:17]2[N:20]=[CH:21][C:22]([C:23]#[CH:24])=[C:16]2[N:15]=1.[N:25]([CH:28]1[CH2:33][CH2:32][N:31]([C:34]([O:36][C:37]([CH3:40])([CH3:39])[CH3:38])=[O:35])[CH2:30][CH2:29]1)=[N+:26]=[N-:27].O.[NH4+].[OH-]. The catalyst is CC(O)(C)C.CCOC(C)=O.[Cu].S([O-])([O-])(=O)=O.[Cu+2]. The product is [C:37]([O:36][C:34]([N:31]1[CH2:30][CH2:29][CH:28]([N:25]2[CH:24]=[C:23]([C:22]3[CH:21]=[N:20][N:17]4[CH:18]=[CH:19][C:14]([N:10]5[CH2:11][CH2:12][CH2:13][C@@H:9]5[C:3]5[CH:4]=[C:5]([F:8])[CH:6]=[CH:7][C:2]=5[F:1])=[N:15][C:16]=34)[N:27]=[N:26]2)[CH2:33][CH2:32]1)=[O:35])([CH3:40])([CH3:38])[CH3:39]. The yield is 0.720. (5) The reactants are [CH:1]1[C:13]2[N:12]([C:14]3[CH:15]=[C:16](Cl)[CH:17]=[C:18]([N:20]4[C:32]5[CH:31]=[CH:30][CH:29]=[CH:28][C:27]=5[C:26]5[C:21]4=[CH:22][CH:23]=[CH:24][CH:25]=5)[CH:19]=3)[C:11]3[C:6](=[CH:7][CH:8]=[CH:9][CH:10]=3)[C:5]=2[CH:4]=[CH:3][CH:2]=1.[B:34]1([B:34]2[O:38][C:37]([CH3:40])([CH3:39])[C:36]([CH3:42])([CH3:41])[O:35]2)[O:38][C:37]([CH3:40])([CH3:39])[C:36]([CH3:42])([CH3:41])[O:35]1.CC([O-])=O.[K+].C1(P(C2CCCCC2)C2CCCCC2)CCCCC1. The catalyst is C1C=CC(/C=C/C(/C=C/C2C=CC=CC=2)=O)=CC=1.C1C=CC(/C=C/C(/C=C/C2C=CC=CC=2)=O)=CC=1.C1C=CC(/C=C/C(/C=C/C2C=CC=CC=2)=O)=CC=1.[Pd].[Pd].O.O1CCOCC1. The product is [CH3:41][C:36]1([CH3:42])[C:37]([CH3:40])([CH3:39])[O:38][B:34]([C:16]2[CH:17]=[C:18]([N:20]3[C:21]4[CH:22]=[CH:23][CH:24]=[CH:25][C:26]=4[C:27]4[C:32]3=[CH:31][CH:30]=[CH:29][CH:28]=4)[CH:19]=[C:14]([N:12]3[C:11]4[CH:10]=[CH:9][CH:8]=[CH:7][C:6]=4[C:5]4[C:13]3=[CH:1][CH:2]=[CH:3][CH:4]=4)[CH:15]=2)[O:35]1. The yield is 0.320. (6) The reactants are [O:1]=[C:2]1[C:10]2([C:22]3[C:13](=[CH:14][C:15]4[O:20][CH2:19][CH2:18][O:17][C:16]=4[CH:21]=3)[O:12][CH2:11]2)[C:9]2[C:4](=[CH:5][CH:6]=[CH:7][CH:8]=2)[N:3]1[CH2:23][C:24]1[CH:25]=[C:26]([CH:30]=[CH:31][CH:32]=1)[C:27](O)=[O:28].C(Cl)(=O)C(Cl)=O.Cl.[CH3:40][NH:41][CH3:42].C(N(CC)CC)C. The catalyst is C(Cl)(Cl)Cl.CN(C)C=O.ClCCl. The product is [CH3:40][N:41]([CH3:42])[C:27](=[O:28])[C:26]1[CH:30]=[CH:31][CH:32]=[C:24]([CH2:23][N:3]2[C:4]3[C:9](=[CH:8][CH:7]=[CH:6][CH:5]=3)[C:10]3([C:22]4[C:13](=[CH:14][C:15]5[O:20][CH2:19][CH2:18][O:17][C:16]=5[CH:21]=4)[O:12][CH2:11]3)[C:2]2=[O:1])[CH:25]=1. The yield is 0.0800. (7) The reactants are [CH3:1][OH:2].O=S(Cl)Cl.[Br:7][C:8]1[C:9]([NH:21][C:22]2[CH:26]=[C:25]([CH:27]3[CH2:29][CH2:28]3)[NH:24][N:23]=2)=[N:10][C:11]([C:14]2[S:18][C:17](C#N)=[CH:16][CH:15]=2)=[N:12][CH:13]=1.[OH-:30].[Na+]. The catalyst is CO.C1COCC1. The product is [Br:7][C:8]1[C:9]([NH:21][C:22]2[CH:26]=[C:25]([CH:27]3[CH2:29][CH2:28]3)[NH:24][N:23]=2)=[N:10][C:11]([C:14]2[S:18][C:17]([C:1]([OH:30])=[O:2])=[CH:16][CH:15]=2)=[N:12][CH:13]=1. The yield is 0.389. (8) The reactants are [CH:1]([C:3]1[CH:10]=[CH:9][C:6]([CH2:7]Cl)=[CH:5][CH:4]=1)=[CH2:2].[N-:11]=[N+:12]=[N-:13].[Na+]. The product is [CH:1]([C:3]1[CH:10]=[CH:9][C:6]([CH2:7][N:11]=[N+:12]=[N-:13])=[CH:5][CH:4]=1)=[CH2:2]. The yield is 0.840. The catalyst is CN(C=O)C.